Dataset: Full USPTO retrosynthesis dataset with 1.9M reactions from patents (1976-2016). Task: Predict the reactants needed to synthesize the given product. Given the product [C:14]1(=[O:24])[N:18]([CH2:2][C:3]([NH:5][CH2:6][CH2:7][C:8]2[CH:13]=[CH:12][CH:11]=[CH:10][CH:9]=2)=[O:4])[C:17](=[O:19])[C:16]2=[CH:20][CH:21]=[CH:22][CH:23]=[C:15]12, predict the reactants needed to synthesize it. The reactants are: Cl[CH2:2][C:3]([NH:5][CH2:6][CH2:7][C:8]1[CH:13]=[CH:12][CH:11]=[CH:10][CH:9]=1)=[O:4].[C:14]1(=[O:24])[NH:18][C:17](=[O:19])[C:16]2=[CH:20][CH:21]=[CH:22][CH:23]=[C:15]12.